This data is from NCI-60 drug combinations with 297,098 pairs across 59 cell lines. The task is: Regression. Given two drug SMILES strings and cell line genomic features, predict the synergy score measuring deviation from expected non-interaction effect. (1) Drug 2: COC1=C2C(=CC3=C1OC=C3)C=CC(=O)O2. Synergy scores: CSS=1.64, Synergy_ZIP=2.96, Synergy_Bliss=6.93, Synergy_Loewe=-9.57, Synergy_HSA=-1.81. Cell line: U251. Drug 1: CN1CCC(CC1)COC2=C(C=C3C(=C2)N=CN=C3NC4=C(C=C(C=C4)Br)F)OC. (2) Drug 1: C1=NC2=C(N=C(N=C2N1C3C(C(C(O3)CO)O)O)F)N. Drug 2: CS(=O)(=O)CCNCC1=CC=C(O1)C2=CC3=C(C=C2)N=CN=C3NC4=CC(=C(C=C4)OCC5=CC(=CC=C5)F)Cl. Cell line: NCI-H322M. Synergy scores: CSS=2.86, Synergy_ZIP=-5.82, Synergy_Bliss=-4.23, Synergy_Loewe=-23.4, Synergy_HSA=-6.20. (3) Drug 1: CN1CCC(CC1)COC2=C(C=C3C(=C2)N=CN=C3NC4=C(C=C(C=C4)Br)F)OC. Drug 2: CC1=C2C(C(=O)C3(C(CC4C(C3C(C(C2(C)C)(CC1OC(=O)C(C(C5=CC=CC=C5)NC(=O)C6=CC=CC=C6)O)O)OC(=O)C7=CC=CC=C7)(CO4)OC(=O)C)O)C)OC(=O)C. Cell line: SK-MEL-5. Synergy scores: CSS=28.1, Synergy_ZIP=7.54, Synergy_Bliss=10.5, Synergy_Loewe=-33.4, Synergy_HSA=6.65. (4) Drug 1: C1=NC2=C(N1)C(=S)N=CN2. Drug 2: N.N.Cl[Pt+2]Cl. Cell line: HT29. Synergy scores: CSS=31.0, Synergy_ZIP=-9.63, Synergy_Bliss=-5.40, Synergy_Loewe=-5.97, Synergy_HSA=-5.36. (5) Drug 1: CC(C1=C(C=CC(=C1Cl)F)Cl)OC2=C(N=CC(=C2)C3=CN(N=C3)C4CCNCC4)N. Drug 2: N.N.Cl[Pt+2]Cl. Cell line: CAKI-1. Synergy scores: CSS=12.6, Synergy_ZIP=-6.31, Synergy_Bliss=-4.13, Synergy_Loewe=-1.60, Synergy_HSA=-1.81. (6) Drug 1: CCC1(CC2CC(C3=C(CCN(C2)C1)C4=CC=CC=C4N3)(C5=C(C=C6C(=C5)C78CCN9C7C(C=CC9)(C(C(C8N6C=O)(C(=O)OC)O)OC(=O)C)CC)OC)C(=O)OC)O.OS(=O)(=O)O. Drug 2: CS(=O)(=O)CCNCC1=CC=C(O1)C2=CC3=C(C=C2)N=CN=C3NC4=CC(=C(C=C4)OCC5=CC(=CC=C5)F)Cl. Cell line: T-47D. Synergy scores: CSS=8.37, Synergy_ZIP=10.5, Synergy_Bliss=20.3, Synergy_Loewe=6.61, Synergy_HSA=9.17. (7) Drug 1: CCC1=CC2CC(C3=C(CN(C2)C1)C4=CC=CC=C4N3)(C5=C(C=C6C(=C5)C78CCN9C7C(C=CC9)(C(C(C8N6C)(C(=O)OC)O)OC(=O)C)CC)OC)C(=O)OC.C(C(C(=O)O)O)(C(=O)O)O. Drug 2: CC(C)(C#N)C1=CC(=CC(=C1)CN2C=NC=N2)C(C)(C)C#N. Cell line: K-562. Synergy scores: CSS=70.2, Synergy_ZIP=0.841, Synergy_Bliss=3.23, Synergy_Loewe=-7.30, Synergy_HSA=3.15. (8) Synergy scores: CSS=32.0, Synergy_ZIP=-5.19, Synergy_Bliss=-0.162, Synergy_Loewe=-0.523, Synergy_HSA=0.746. Cell line: NCI-H460. Drug 2: CC1=C(C(=CC=C1)Cl)NC(=O)C2=CN=C(S2)NC3=CC(=NC(=N3)C)N4CCN(CC4)CCO. Drug 1: CC12CCC3C(C1CCC2=O)CC(=C)C4=CC(=O)C=CC34C. (9) Cell line: SF-295. Drug 2: C1C(C(OC1N2C=NC(=NC2=O)N)CO)O. Drug 1: CC12CCC(CC1=CCC3C2CCC4(C3CC=C4C5=CN=CC=C5)C)O. Synergy scores: CSS=10.6, Synergy_ZIP=-4.38, Synergy_Bliss=-2.88, Synergy_Loewe=-1.13, Synergy_HSA=-0.548. (10) Drug 1: C#CCC(CC1=CN=C2C(=N1)C(=NC(=N2)N)N)C3=CC=C(C=C3)C(=O)NC(CCC(=O)O)C(=O)O. Drug 2: CCN(CC)CCCC(C)NC1=C2C=C(C=CC2=NC3=C1C=CC(=C3)Cl)OC. Synergy scores: CSS=18.4, Synergy_ZIP=-11.6, Synergy_Bliss=-9.90, Synergy_Loewe=-3.50, Synergy_HSA=-2.78. Cell line: MALME-3M.